From a dataset of NCI-60 drug combinations with 297,098 pairs across 59 cell lines. Regression. Given two drug SMILES strings and cell line genomic features, predict the synergy score measuring deviation from expected non-interaction effect. (1) Drug 1: C1=CC(=CC=C1C#N)C(C2=CC=C(C=C2)C#N)N3C=NC=N3. Drug 2: CC12CCC3C(C1CCC2OP(=O)(O)O)CCC4=C3C=CC(=C4)OC(=O)N(CCCl)CCCl.[Na+]. Cell line: K-562. Synergy scores: CSS=-3.46, Synergy_ZIP=1.54, Synergy_Bliss=-4.03, Synergy_Loewe=-8.70, Synergy_HSA=-8.53. (2) Drug 1: C1=C(C(=O)NC(=O)N1)N(CCCl)CCCl. Drug 2: CC1=C(C=C(C=C1)C(=O)NC2=CC(=CC(=C2)C(F)(F)F)N3C=C(N=C3)C)NC4=NC=CC(=N4)C5=CN=CC=C5. Cell line: RPMI-8226. Synergy scores: CSS=16.8, Synergy_ZIP=0.325, Synergy_Bliss=-0.765, Synergy_Loewe=-7.55, Synergy_HSA=-5.40.